This data is from Full USPTO retrosynthesis dataset with 1.9M reactions from patents (1976-2016). The task is: Predict the reactants needed to synthesize the given product. (1) The reactants are: [CH3:1][N:2]([CH3:33])[CH2:3][CH2:4][CH2:5][C:6]1[CH:7]=[C:8]([CH:28]=[CH:29][C:30]=1[O:31][CH3:32])[C:9]([NH:11][C:12]1[CH:17]=[CH:16][C:15]([C:18]2[CH:23]=[CH:22][C:21]([CH2:24][OH:25])=[CH:20][C:19]=2[CH3:26])=[C:14]([CH3:27])[CH:13]=1)=[O:10]. Given the product [CH3:33][N:2]([CH3:1])[CH2:3][CH2:4][CH2:5][C:6]1[CH:7]=[C:8]([CH:28]=[CH:29][C:30]=1[O:31][CH3:32])[C:9]([NH:11][C:12]1[CH:17]=[CH:16][C:15]([C:18]2[CH:23]=[CH:22][C:21]([CH:24]=[O:25])=[CH:20][C:19]=2[CH3:26])=[C:14]([CH3:27])[CH:13]=1)=[O:10], predict the reactants needed to synthesize it. (2) Given the product [C:6]([O:10][C:11]([NH:13][C@H:14]1[CH2:15][CH2:16][C@H:17]([O:20][CH2:21][C:22]2[CH:27]=[CH:26][CH:25]=[CH:24][CH:23]=2)[CH2:18][CH2:19]1)=[O:12])([CH3:9])([CH3:7])[CH3:8], predict the reactants needed to synthesize it. The reactants are: O1CCCC1.[C:6]([O:10][C:11]([NH:13][C@H:14]1[CH2:19][CH2:18][C@H:17]([OH:20])[CH2:16][CH2:15]1)=[O:12])([CH3:9])([CH3:8])[CH3:7].[CH2:21](Br)[C:22]1[CH:27]=[CH:26][CH:25]=[CH:24][CH:23]=1.[H-].[Na+]. (3) Given the product [OH:16][N:15]=[C:7]([C:6]1[N:2]([CH3:1])[CH:3]=[N:4][CH:5]=1)[C:9]1[CH:13]=[CH:12][S:11][CH:10]=1, predict the reactants needed to synthesize it. The reactants are: [CH3:1][N:2]1[C:6]([C:7]([C:9]2[CH:13]=[CH:12][S:11][CH:10]=2)=O)=[CH:5][N:4]=[CH:3]1.Cl.[NH2:15][OH:16].